This data is from Catalyst prediction with 721,799 reactions and 888 catalyst types from USPTO. The task is: Predict which catalyst facilitates the given reaction. (1) Reactant: [F:1][C:2]1[CH:7]=[CH:6][C:5]([C:8](=[O:20])[CH2:9][C:10](=[NH:19])[NH:11][C:12]2[CH:17]=[CH:16][CH:15]=[C:14]([CH3:18])[CH:13]=2)=[CH:4][CH:3]=1.[C:21](OC)(=[O:24])[C:22]#[CH:23]. Product: [NH2:19][C:10]1[N:11]([C:12]2[CH:17]=[CH:16][CH:15]=[C:14]([CH3:18])[CH:13]=2)[C:21](=[O:24])[CH:22]=[CH:23][C:9]=1[C:8](=[O:20])[C:5]1[CH:6]=[CH:7][C:2]([F:1])=[CH:3][CH:4]=1. The catalyst class is: 5. (2) Reactant: [C:1]([O:9][CH2:10][CH2:11][CH2:12][CH2:13][OH:14])(=[O:8])[C:2]1[CH:7]=[CH:6][CH:5]=[CH:4][CH:3]=1.[CH3:15][S:16](Cl)(=[O:18])=[O:17]. Product: [C:1]([O:9][CH2:10][CH2:11][CH2:12][CH2:13][O:14][S:16]([CH3:15])(=[O:18])=[O:17])(=[O:8])[C:2]1[CH:7]=[CH:6][CH:5]=[CH:4][CH:3]=1. The catalyst class is: 2. (3) Reactant: [CH:1]1([CH2:8][CH2:9][NH:10][C:11](=[O:42])[C@H:12]([CH3:41])[C@H:13]([C@@H:16]2[CH2:20][CH2:19][CH2:18][N:17]2[C:21](=[O:40])[CH2:22][C@@H:23]([O:38][CH3:39])[C@@H:24]([N:29]([CH3:37])[C:30](=[O:36])[C@H:31]([CH:33]([CH3:35])[CH3:34])[NH2:32])[C@@H:25]([CH3:28])[CH2:26][CH3:27])[O:14][CH3:15])[CH:7]=[CH:6][CH:5]=[CH:4][CH:3]=[CH:2]1.[C:43]([O:47][C:48]([N:50]1[CH2:57][CH2:56][CH2:55][C@@:51]1([CH3:58])[C:52](O)=[O:53])=[O:49])([CH3:46])([CH3:45])[CH3:44].CN(C(ON1N=NC2C=CC=NC1=2)=[N+](C)C)C.F[P-](F)(F)(F)(F)F.C(N(CC)C(C)C)(C)C. Product: [C:43]([O:47][C:48]([N:50]1[CH2:57][CH2:56][CH2:55][C@@:51]1([CH3:58])[C:52]([NH:32][C@H:31]([C:30]([N:29]([C@@H:24]([C@@H:25]([CH3:28])[CH2:26][CH3:27])[C@H:23]([O:38][CH3:39])[CH2:22][C:21]([N:17]1[CH2:18][CH2:19][CH2:20][C@H:16]1[C@H:13]([O:14][CH3:15])[C@@H:12]([CH3:41])[C:11]([NH:10][CH2:9][CH2:8][CH:1]1[CH:7]=[CH:6][CH:5]=[CH:4][CH:3]=[CH:2]1)=[O:42])=[O:40])[CH3:37])=[O:36])[CH:33]([CH3:34])[CH3:35])=[O:53])=[O:49])([CH3:46])([CH3:44])[CH3:45]. The catalyst class is: 4. (4) Product: [CH3:2][O:3][C:4]1[CH:5]=[C:6]([C:12]2[C@@H:21]3[C@@H:16]([CH2:17][CH2:18][CH2:19][CH2:20]3)[C:15](=[O:22])[N:14]([CH:23]3[CH2:24][CH2:25][N:26]([C:38](=[O:39])[C@@H:37]([NH:36][C:34](=[O:35])[O:33][C:29]([CH3:30])([CH3:31])[CH3:32])[CH2:40][OH:41])[CH2:27][CH2:28]3)[N:13]=2)[CH:7]=[CH:8][C:9]=1[O:10][CH3:11]. Reactant: Cl.[CH3:2][O:3][C:4]1[CH:5]=[C:6]([C:12]2[C@@H:21]3[C@@H:16]([CH2:17][CH2:18][CH2:19][CH2:20]3)[C:15](=[O:22])[N:14]([CH:23]3[CH2:28][CH2:27][NH:26][CH2:25][CH2:24]3)[N:13]=2)[CH:7]=[CH:8][C:9]=1[O:10][CH3:11].[C:29]([O:33][C:34]([NH:36][C@H:37]([C:40](O)=[O:41])[CH2:38][OH:39])=[O:35])([CH3:32])([CH3:31])[CH3:30].CN(C(ON1N=NC2C=CC=CC1=2)=[N+](C)C)C.F[P-](F)(F)(F)(F)F.CCN(C(C)C)C(C)C.C(=O)(O)[O-].[Na+]. The catalyst class is: 2. (5) Reactant: [Si:1]([O:8][C@H:9]1[CH2:14][CH2:13][C@@:12]([C@H:16]2[CH2:24][CH2:23][C@@:22]3([CH3:25])[C@@H:18]([CH2:19][CH2:20][C:21]3=[CH2:26])[C@@H:17]2[CH2:27][NH2:28])([CH3:15])[C@@H:11]([CH2:29][O:30][Si:31]([C:34]([CH3:37])([CH3:36])[CH3:35])([CH3:33])[CH3:32])[CH2:10]1)([C:4]([CH3:7])([CH3:6])[CH3:5])([CH3:3])[CH3:2].[CH3:38][Si:39]([CH3:56])([CH3:55])[CH2:40][CH2:41][O:42][CH2:43][N:44]1[C:48]2[CH:49]=[CH:50][CH:51]=[CH:52][C:47]=2[N:46]=[C:45]1[CH:53]=O.[BH4-].[Na+]. Product: [Si:1]([O:8][C@H:9]1[CH2:14][CH2:13][C@@:12]([C@H:16]2[CH2:24][CH2:23][C@@:22]3([CH3:25])[C@@H:18]([CH2:19][CH2:20][C:21]3=[CH2:26])[C@@H:17]2[CH2:27][NH:28][CH2:53][C:45]2[N:44]([CH2:43][O:42][CH2:41][CH2:40][Si:39]([CH3:38])([CH3:55])[CH3:56])[C:48]3[CH:49]=[CH:50][CH:51]=[CH:52][C:47]=3[N:46]=2)([CH3:15])[C@@H:11]([CH2:29][O:30][Si:31]([C:34]([CH3:37])([CH3:36])[CH3:35])([CH3:32])[CH3:33])[CH2:10]1)([C:4]([CH3:7])([CH3:6])[CH3:5])([CH3:3])[CH3:2]. The catalyst class is: 24. (6) Reactant: [C:1]([N:5]=[C:6]=[S:7])([CH3:4])([CH3:3])[CH3:2].[CH:8]([NH2:11])([CH3:10])[CH3:9].C(N(C(C)C)CC)(C)C. Product: [C:1]([NH:5][C:6]([NH:11][CH:8]([CH3:10])[CH3:9])=[S:7])([CH3:4])([CH3:3])[CH3:2]. The catalyst class is: 91. (7) Reactant: [NH2:1][C:2]1[CH:7]=[C:6]([Cl:8])[CH:5]=[CH:4][C:3]=1[SH:9].Br[CH2:11][C:12]1[CH:17]=[CH:16][CH:15]=[CH:14][CH:13]=1.C([O-])([O-])=O.[K+].[K+]. Product: [CH2:11]([S:9][C:3]1[CH:4]=[CH:5][C:6]([Cl:8])=[CH:7][C:2]=1[NH2:1])[C:12]1[CH:17]=[CH:16][CH:15]=[CH:14][CH:13]=1. The catalyst class is: 3. (8) Reactant: [F:1][C:2]1[C:3]([CH3:13])=[CH:4][C:5]2[O:9][C:8]([C:10]#[N:11])=[CH:7][C:6]=2[CH:12]=1.C1C(=O)N([Br:21])C(=O)C1. Product: [Br:21][CH2:13][C:3]1[C:2]([F:1])=[CH:12][C:6]2[CH:7]=[C:8]([C:10]#[N:11])[O:9][C:5]=2[CH:4]=1. The catalyst class is: 855.